This data is from Aqueous solubility values for 9,982 compounds from the AqSolDB database. The task is: Regression/Classification. Given a drug SMILES string, predict its absorption, distribution, metabolism, or excretion properties. Task type varies by dataset: regression for continuous measurements (e.g., permeability, clearance, half-life) or binary classification for categorical outcomes (e.g., BBB penetration, CYP inhibition). For this dataset (solubility_aqsoldb), we predict Y. (1) The drug is CC1CCC2(CCC(C)O2)O1. The Y is -0.449 log mol/L. (2) The drug is CCNC(=S)NCC. The Y is -1.46 log mol/L.